This data is from NCI-60 drug combinations with 297,098 pairs across 59 cell lines. The task is: Regression. Given two drug SMILES strings and cell line genomic features, predict the synergy score measuring deviation from expected non-interaction effect. (1) Drug 1: CC1C(C(CC(O1)OC2CC(CC3=C2C(=C4C(=C3O)C(=O)C5=C(C4=O)C(=CC=C5)OC)O)(C(=O)C)O)N)O.Cl. Drug 2: C(CC(=O)O)C(=O)CN.Cl. Cell line: CCRF-CEM. Synergy scores: CSS=38.9, Synergy_ZIP=-8.53, Synergy_Bliss=-5.95, Synergy_Loewe=-21.9, Synergy_HSA=-3.97. (2) Drug 1: CC(C)(C#N)C1=CC(=CC(=C1)CN2C=NC=N2)C(C)(C)C#N. Drug 2: C1=NNC2=C1C(=O)NC=N2. Cell line: OVCAR-8. Synergy scores: CSS=1.35, Synergy_ZIP=-0.940, Synergy_Bliss=-1.48, Synergy_Loewe=-2.45, Synergy_HSA=-1.71. (3) Drug 1: COC1=NC(=NC2=C1N=CN2C3C(C(C(O3)CO)O)O)N. Drug 2: CCN(CC)CCNC(=O)C1=C(NC(=C1C)C=C2C3=C(C=CC(=C3)F)NC2=O)C. Cell line: MCF7. Synergy scores: CSS=1.30, Synergy_ZIP=-0.966, Synergy_Bliss=-1.50, Synergy_Loewe=0.619, Synergy_HSA=-1.14. (4) Cell line: SF-295. Synergy scores: CSS=23.4, Synergy_ZIP=1.46, Synergy_Bliss=-3.87, Synergy_Loewe=-3.87, Synergy_HSA=-3.77. Drug 2: CC=C1C(=O)NC(C(=O)OC2CC(=O)NC(C(=O)NC(CSSCCC=C2)C(=O)N1)C(C)C)C(C)C. Drug 1: CN(C)C1=NC(=NC(=N1)N(C)C)N(C)C.